From a dataset of Forward reaction prediction with 1.9M reactions from USPTO patents (1976-2016). Predict the product of the given reaction. (1) Given the reactants Cl.Cl.[CH:3]([N:6]([CH3:13])[CH:7]1[CH2:12][CH2:11][NH:10][CH2:9][CH2:8]1)([CH3:5])[CH3:4].Cl[C:15]([O:17][C:18]1[CH:23]=[CH:22][C:21]([O:24][C:25]2[CH:30]=[CH:29][C:28]([C:31]([F:34])([F:33])[F:32])=[CH:27][N:26]=2)=[CH:20][CH:19]=1)=[O:16], predict the reaction product. The product is: [F:33][C:31]([F:32])([F:34])[C:28]1[CH:29]=[CH:30][C:25]([O:24][C:21]2[CH:22]=[CH:23][C:18]([O:17][C:15]([N:10]3[CH2:9][CH2:8][CH:7]([N:6]([CH:3]([CH3:5])[CH3:4])[CH3:13])[CH2:12][CH2:11]3)=[O:16])=[CH:19][CH:20]=2)=[N:26][CH:27]=1. (2) Given the reactants [Cl:1][C:2]1[CH:7]=[CH:6][C:5]([CH:8]([C:38]2[CH:43]=[CH:42][C:41]([Cl:44])=[CH:40][CH:39]=2)[C:9]2[CH:10]=[C:11]3[C:16](=[CH:17][CH:18]=2)[N:15]=[CH:14][N:13]=[C:12]3[NH:19][CH:20]2[CH2:25][CH2:24][N:23]([S:26]([C:29]3[CH:37]=[CH:36][C:32]([C:33]([OH:35])=O)=[CH:31][CH:30]=3)(=[O:28])=[O:27])[CH2:22][CH2:21]2)=[CH:4][CH:3]=1.[NH2:45][C:46]([CH2:51][OH:52])([CH2:49][OH:50])[CH2:47][OH:48].CN(C(ON1N=NC2C=CC=NC1=2)=[N+](C)C)C.F[P-](F)(F)(F)(F)F, predict the reaction product. The product is: [Cl:1][C:2]1[CH:3]=[CH:4][C:5]([CH:8]([C:38]2[CH:43]=[CH:42][C:41]([Cl:44])=[CH:40][CH:39]=2)[C:9]2[CH:10]=[C:11]3[C:16](=[CH:17][CH:18]=2)[N:15]=[CH:14][N:13]=[C:12]3[NH:19][CH:20]2[CH2:25][CH2:24][N:23]([S:26]([C:29]3[CH:30]=[CH:31][C:32]([C:33]([NH:45][C:46]([CH2:51][OH:52])([CH2:49][OH:50])[CH2:47][OH:48])=[O:35])=[CH:36][CH:37]=3)(=[O:27])=[O:28])[CH2:22][CH2:21]2)=[CH:6][CH:7]=1. (3) Given the reactants [C:1]([NH2:5])([CH3:4])([CH3:3])[CH3:2].Cl[CH2:7][Si:8]([CH3:11])([CH3:10])[CH3:9].[OH-].[Na+], predict the reaction product. The product is: [C:1]([NH:5][CH2:7][Si:8]([CH3:11])([CH3:10])[CH3:9])([CH3:4])([CH3:3])[CH3:2]. (4) Given the reactants [NH2:1][C:2]1[CH:9]=[CH:8][C:7](B2OC(C)(C)C(C)(C)O2)=[CH:6][C:3]=1[C:4]#[N:5].O.O.P([O-])([O-])([O-])=O.[K+].[K+].[K+].Cl[C:30]1[N:35]=[C:34]2[N:36]([CH:47]3[CH2:52][CH2:51][CH2:50][CH2:49][O:48]3)[N:37]=[C:38]([C:39]3[CH:44]=[CH:43][CH:42]=[C:41]([O:45][CH3:46])[CH:40]=3)[C:33]2=[C:32]([CH:53]([F:55])[F:54])[CH:31]=1, predict the reaction product. The product is: [NH2:1][C:2]1[CH:9]=[CH:8][C:7]([C:30]2[N:35]=[C:34]3[N:36]([CH:47]4[CH2:52][CH2:51][CH2:50][CH2:49][O:48]4)[N:37]=[C:38]([C:39]4[CH:44]=[CH:43][CH:42]=[C:41]([O:45][CH3:46])[CH:40]=4)[C:33]3=[C:32]([CH:53]([F:55])[F:54])[CH:31]=2)=[CH:6][C:3]=1[C:4]#[N:5].